Dataset: Full USPTO retrosynthesis dataset with 1.9M reactions from patents (1976-2016). Task: Predict the reactants needed to synthesize the given product. (1) Given the product [F:2][C:3]1[CH:11]=[CH:10][CH:9]=[C:8]([F:12])[C:4]=1[C:5]1[NH:7][C:25]([CH3:27])=[C:24]([C:23]([O:29][CH3:30])=[O:28])[CH:16]([C:15]2[CH:18]=[CH:19][C:20]([F:22])=[CH:21][C:14]=2[Cl:13])[N:6]=1, predict the reactants needed to synthesize it. The reactants are: Cl.[F:2][C:3]1[CH:11]=[CH:10][CH:9]=[C:8]([F:12])[C:4]=1[C:5]([NH2:7])=[NH:6].[Cl:13][C:14]1[CH:21]=[C:20]([F:22])[CH:19]=[CH:18][C:15]=1[CH:16]=O.[C:23]([O:29][CH3:30])(=[O:28])[CH2:24][C:25]([CH3:27])=O.C([O-])(=O)C.[Na+]. (2) The reactants are: [CH:1]1([CH:7]([C:9]2[C:13]3[CH:14]=[CH:15][C:16]([O:18][CH3:19])=[CH:17][C:12]=3[O:11][C:10]=2[CH3:20])O)[CH2:6][CH2:5][CH2:4][CH2:3][CH2:2]1.S(Cl)([Cl:23])=O.C(=O)([O-])O.[Na+]. Given the product [Cl:23][CH:7]([CH:1]1[CH2:6][CH2:5][CH2:4][CH2:3][CH2:2]1)[C:9]1[C:13]2[CH:14]=[CH:15][C:16]([O:18][CH3:19])=[CH:17][C:12]=2[O:11][C:10]=1[CH3:20], predict the reactants needed to synthesize it.